The task is: Predict the reactants needed to synthesize the given product.. This data is from Full USPTO retrosynthesis dataset with 1.9M reactions from patents (1976-2016). Given the product [NH2:1][C:2]1[C:6]2[C:7](=[O:30])[N:8]([CH:23]([CH:27]([CH3:29])[CH3:28])[C:24]([NH2:32])=[O:25])[CH:9]=[C:10]([C:11]3[CH:15]=[C:14]([N:16]4[CH2:17][CH2:18][O:19][CH2:20][CH2:21]4)[N:13]([CH3:22])[N:12]=3)[C:5]=2[NH:4][N:3]=1, predict the reactants needed to synthesize it. The reactants are: [NH2:1][C:2]1[C:6]2[C:7](=[O:30])[N:8]([CH:23]([CH:27]([CH3:29])[CH3:28])[C:24](O)=[O:25])[CH:9]=[C:10]([C:11]3[CH:15]=[C:14]([N:16]4[CH2:21][CH2:20][O:19][CH2:18][CH2:17]4)[N:13]([CH3:22])[N:12]=3)[C:5]=2[NH:4][N:3]=1.[NH4+].[N:32]1(O)C2C=CC=CC=2N=N1.C(N(CC)CC)C.Cl.CN(C)CCCN=C=NCC.